From a dataset of Full USPTO retrosynthesis dataset with 1.9M reactions from patents (1976-2016). Predict the reactants needed to synthesize the given product. (1) Given the product [F:1][C:2]([F:21])([F:20])[O:3][C:4]1[CH:9]=[CH:8][C:7]([C:10]2[N:11]=[C:12]([C:15]([NH:23][NH2:24])=[O:16])[S:13][CH:14]=2)=[CH:6][CH:5]=1, predict the reactants needed to synthesize it. The reactants are: [F:1][C:2]([F:21])([F:20])[O:3][C:4]1[CH:9]=[CH:8][C:7]([C:10]2[N:11]=[C:12]([C:15](OCC)=[O:16])[S:13][CH:14]=2)=[CH:6][CH:5]=1.O.[NH2:23][NH2:24]. (2) Given the product [Cl:50][C:47]1[CH:48]=[CH:49][C:43]2[O:42][C:41]([C:38]3[CH:39]=[CH:40][C:35]([CH2:34][O:33][C:28]4[CH:29]=[CH:30][CH:31]=[CH:32][C:27]=4[CH2:26][CH2:25][NH:9][CH:10]4[CH2:19][CH2:18][CH2:17][C:16]5[N:15]=[C:14]([C:20]([O:22][CH2:23][CH3:24])=[O:21])[CH:13]=[CH:12][C:11]4=5)=[CH:36][CH:37]=3)=[N:45][C:44]=2[CH:46]=1, predict the reactants needed to synthesize it. The reactants are: Cl.C(OC([N:9]([CH2:25][CH2:26][C:27]1[CH:32]=[CH:31][CH:30]=[CH:29][C:28]=1[O:33][CH2:34][C:35]1[CH:40]=[CH:39][C:38]([C:41]2[O:42][C:43]3[CH:49]=[CH:48][C:47]([Cl:50])=[CH:46][C:44]=3[N:45]=2)=[CH:37][CH:36]=1)[CH:10]1[CH2:19][CH2:18][CH2:17][C:16]2[N:15]=[C:14]([C:20]([O:22][CH2:23][CH3:24])=[O:21])[CH:13]=[CH:12][C:11]1=2)=O)(C)(C)C. (3) Given the product [CH3:1][NH:2][CH2:10][CH2:11][CH2:12][CH2:13][CH:14]([C:26]1[CH:31]=[CH:30][CH:29]=[CH:28][CH:27]=1)[O:15][C:16]1[CH:21]=[CH:20][C:19]([C:22]([F:25])([F:24])[F:23])=[CH:18][CH:17]=1, predict the reactants needed to synthesize it. The reactants are: [CH3:1][N:2]([CH2:10][CH2:11][CH2:12][CH2:13][CH:14]([C:26]1[CH:31]=[CH:30][CH:29]=[CH:28][CH:27]=1)[O:15][C:16]1[CH:21]=[CH:20][C:19]([C:22]([F:25])([F:24])[F:23])=[CH:18][CH:17]=1)C(=O)OC(C)(C)C.C(OCC)(=O)C.Cl.C(=O)([O-])O.[Na+]. (4) Given the product [CH2:77]([O:81][C:82]([NH:83][CH:84]1[CH2:88][CH2:87][N:86]([C:10](=[O:11])[C@@H:9]([NH:13][C:14]([C:16]2[CH:20]=[C:19]([O:21][CH2:22][C:23]([N:25]3[CH2:29][CH2:28][CH2:27][C@H:26]3[C:30](=[O:36])[NH:31][CH:32]3[CH2:33][CH2:34][CH2:35]3)=[O:24])[N:18]([C:37]3[CH:38]=[CH:39][CH:40]=[CH:41][CH:42]=3)[N:17]=2)=[O:15])[CH2:8][CH2:7][C:6]([OH:43])=[O:5])[CH2:85]1)=[O:89])[CH2:78][CH2:79][CH3:80], predict the reactants needed to synthesize it. The reactants are: C([O:5][C:6](=[O:43])[CH2:7][CH2:8][C@H:9]([NH:13][C:14]([C:16]1[CH:20]=[C:19]([O:21][CH2:22][C:23]([N:25]2[CH2:29][CH2:28][CH2:27][C@H:26]2[C:30](=[O:36])[NH:31][CH:32]2[CH2:35][CH2:34][CH2:33]2)=[O:24])[N:18]([C:37]2[CH:42]=[CH:41][CH:40]=[CH:39][CH:38]=2)[N:17]=1)=[O:15])[C:10](O)=[O:11])(C)(C)C.CCN(C(C)C)C(C)C.CN(C(ON1N=NC2C=CC=NC1=2)=[N+](C)C)C.F[P-](F)(F)(F)(F)F.[CH2:77]([O:81][C:82](=[O:89])[NH:83][CH:84]1[CH2:88][CH2:87][NH:86][CH2:85]1)[CH2:78][CH2:79][CH3:80]. (5) Given the product [CH3:12][S:13]([C:16]1[CH:17]=[CH:18][C:19]([S:22]([O-:24])=[O:23])=[CH:20][CH:21]=1)(=[O:15])=[O:14].[Na+:5], predict the reactants needed to synthesize it. The reactants are: C([O-])(O)=O.[Na+:5].[O-]S([O-])=O.[Na+].[Na+].[CH3:12][S:13]([C:16]1[CH:21]=[CH:20][C:19]([S:22](Cl)(=[O:24])=[O:23])=[CH:18][CH:17]=1)(=[O:15])=[O:14]. (6) Given the product [F:21][C:22]1[CH:30]=[C:29]2[C:25]([C:26]([C:40]3[CH:59]=[CH:58][C:43]4[N:44]=[C:45]([CH2:47][CH:48]5[CH2:49][CH2:50][N:51]([S:54]([CH3:57])(=[O:55])=[O:56])[CH2:52][CH2:53]5)[O:46][C:42]=4[CH:41]=3)=[CH:27][NH:28]2)=[CH:24][CH:23]=1, predict the reactants needed to synthesize it. The reactants are: FC1C=C2C(C(I)=CN2S(C2C=CC=CC=2)(=O)=O)=CC=1.[F:21][C:22]1[CH:30]=[C:29]2[C:25]([C:26]([C:40]3[CH:59]=[CH:58][C:43]4[N:44]=[C:45]([CH2:47][CH:48]5[CH2:53][CH2:52][N:51]([S:54]([CH3:57])(=[O:56])=[O:55])[CH2:50][CH2:49]5)[O:46][C:42]=4[CH:41]=3)=[CH:27][N:28]2S(C2C=CC=CC=2)(=O)=O)=[CH:24][CH:23]=1.